From a dataset of Full USPTO retrosynthesis dataset with 1.9M reactions from patents (1976-2016). Predict the reactants needed to synthesize the given product. Given the product [CH2:15]([C@:11]1([CH2:21][NH:22][C:23](=[O:24])[O:25][C:26]([CH3:29])([CH3:27])[CH3:28])[O:12][CH2:13][CH2:14][N:9]([C:1](=[O:8])[C:2]2[CH:3]=[CH:4][CH:5]=[CH:6][CH:7]=2)[C:10]1=[O:30])[CH:31]=[CH2:32], predict the reactants needed to synthesize it. The reactants are: [C:1]([N:9]1[CH2:14][CH2:13][O:12][C:11]([CH2:21][NH:22][C:23]([O:25][C:26]([CH3:29])([CH3:28])[CH3:27])=[O:24])([C:15](OCC=C)=O)[C:10]1=[O:30])(=[O:8])[C:2]1[CH:7]=[CH:6][CH:5]=[CH:4][CH:3]=1.[CH3:31][CH2:32]OC(C)=O.